Task: Predict which catalyst facilitates the given reaction.. Dataset: Catalyst prediction with 721,799 reactions and 888 catalyst types from USPTO (1) Reactant: I[C:2]1[CH:7]=[CH:6][CH:5]=[CH:4][C:3]=1[CH3:8].[N:9]1([CH2:15][CH2:16][CH2:17][C:18]#N)[CH2:14][CH2:13][CH2:12][CH2:11][CH2:10]1.C(O)(C(F)(F)F)=[O:21].CC#N. Product: [CH3:8][C:3]1[CH:4]=[CH:5][CH:6]=[CH:7][C:2]=1[C:18](=[O:21])[CH2:17][CH2:16][CH2:15][N:9]1[CH2:14][CH2:13][CH2:12][CH2:11][CH2:10]1. The catalyst class is: 876. (2) Reactant: Cl.[C:2]([C:5]1[CH2:10][NH:9][CH2:8][CH2:7][CH:6]=1)(=[O:4])[NH2:3]. Product: [C:2]([C:5]1[CH2:10][NH:9][CH2:8][CH2:7][CH:6]=1)(=[O:4])[NH2:3]. The catalyst class is: 662.